Dataset: Reaction yield outcomes from USPTO patents with 853,638 reactions. Task: Predict the reaction yield, written as a fraction of the theoretical maximum amount of product (1.0 means a 100% yield; for example, 0.34 means a 34% yield). (1) The reactants are Br[C@H:2]1[C@H:11](O)[C:10]2[C:5](=[CH:6][CH:7]=[C:8]([Br:13])[CH:9]=2)[O:4][CH2:3]1.[OH-:14].[NH4+:15]. The catalyst is O1CCCC1.C(O)C. The product is [NH2:15][C@H:11]1[C:10]2[C:5](=[CH:6][CH:7]=[C:8]([Br:13])[CH:9]=2)[O:4][CH2:3][C@@H:2]1[OH:14]. The yield is 0.690. (2) The reactants are [Cl:1][C:2]1[N:7]=[N:6][C:5]([C:8](OCC)=[O:9])=[C:4]([NH:13][C:14]2[N:19]=[C:18]3[CH2:20][CH2:21][CH2:22][C:17]3=[CH:16][CH:15]=2)[CH:3]=1.CO.[NH3:25]. No catalyst specified. The product is [Cl:1][C:2]1[N:7]=[N:6][C:5]([C:8]([NH2:25])=[O:9])=[C:4]([NH:13][C:14]2[N:19]=[C:18]3[CH2:20][CH2:21][CH2:22][C:17]3=[CH:16][CH:15]=2)[CH:3]=1. The yield is 0.750. (3) The reactants are [N:1]1[C:10]2[C:5](=[CH:6][CH:7]=[CH:8][CH:9]=2)[C:4]([CH:11]=O)=[CH:3][CH:2]=1.[N:13]1[CH:18]=[CH:17][CH:16]=[C:15]([CH2:19][C:20]#[N:21])[CH:14]=1. No catalyst specified. The product is [N:13]1[CH:18]=[CH:17][CH:16]=[C:15](/[C:19](=[CH:11]/[C:4]2[C:5]3[C:10](=[CH:9][CH:8]=[CH:7][CH:6]=3)[N:1]=[CH:2][CH:3]=2)/[C:20]#[N:21])[CH:14]=1. The yield is 0.290.